Dataset: Reaction yield outcomes from USPTO patents with 853,638 reactions. Task: Predict the reaction yield, written as a fraction of the theoretical maximum amount of product (1.0 means a 100% yield; for example, 0.34 means a 34% yield). (1) The reactants are O.[OH-].[Li+].[CH:4]1([O:8][C@H:9]([CH3:41])[C@@H:10]([C:37]([O:39]C)=[O:38])[NH:11][C:12]([C:14]2[C:23]([NH:24][C:25]([NH:27][C:28]3[C:33]([CH3:34])=[CH:32][C:31]([CH3:35])=[CH:30][C:29]=3[CH3:36])=[O:26])=[CH:22][C:21]3[C:16](=[CH:17][CH:18]=[CH:19][CH:20]=3)[CH:15]=2)=[O:13])[CH2:7][CH2:6][CH2:5]1.O.Cl. The catalyst is O1CCOCC1. The product is [CH:4]1([O:8][C@H:9]([CH3:41])[C@@H:10]([C:37]([OH:39])=[O:38])[NH:11][C:12]([C:14]2[C:23]([NH:24][C:25]([NH:27][C:28]3[C:29]([CH3:36])=[CH:30][C:31]([CH3:35])=[CH:32][C:33]=3[CH3:34])=[O:26])=[CH:22][C:21]3[C:16](=[CH:17][CH:18]=[CH:19][CH:20]=3)[CH:15]=2)=[O:13])[CH2:5][CH2:6][CH2:7]1. The yield is 0.300. (2) The reactants are [Cl:1][C:2]1[CH:17]=[CH:16][C:5]2[N:6]=[C:7]([NH:9][CH2:10][CH:11]3[CH2:15][CH2:14][NH:13][CH2:12]3)[O:8][C:4]=2[CH:3]=1.Cl.[CH3:19][O:20][C:21]1[CH:29]=[CH:28][CH:27]=[C:26]([O:30][CH3:31])[C:22]=1[C:23](Cl)=[O:24].CCN(CC)CC. The catalyst is C(Cl)Cl. The product is [Cl:1][C:2]1[CH:17]=[CH:16][C:5]2[N:6]=[C:7]([NH:9][CH2:10][CH:11]3[CH2:15][CH2:14][N:13]([C:23]([C:22]4[C:26]([O:30][CH3:31])=[CH:27][CH:28]=[CH:29][C:21]=4[O:20][CH3:19])=[O:24])[CH2:12]3)[O:8][C:4]=2[CH:3]=1. The yield is 0.220. (3) The reactants are O=[C:2]1[CH2:7][CH2:6][N:5]([C:8]2[CH:13]=[CH:12][C:11]([N:14]3[CH2:18][C@H:17]([CH2:19][NH:20][C:21](=[O:23])[CH3:22])[O:16][C:15]3=[O:24])=[CH:10][C:9]=2[F:25])[CH2:4][CH2:3]1.[C-:26]#[N:27].[Na+].[N+:29]([C:32]1[CH:38]=[CH:37][C:35]([NH2:36])=[CH:34][CH:33]=1)([O-:31])=[O:30]. No catalyst specified. The product is [N+:29]([C:32]1[CH:38]=[CH:37][C:35]([NH:36][C:2]2([C:26]#[N:27])[CH2:7][CH2:6][N:5]([C:8]3[CH:13]=[CH:12][C:11]([N:14]4[CH2:18][C@H:17]([CH2:19][NH:20][C:21](=[O:23])[CH3:22])[O:16][C:15]4=[O:24])=[CH:10][C:9]=3[F:25])[CH2:4][CH2:3]2)=[CH:34][CH:33]=1)([O-:31])=[O:30]. The yield is 0.610. (4) The reactants are [Cl:1][C:2]1[CH:8]=[C:7]([O:9][C:10]2[C:19]3[C:14](=[CH:15][C:16]([O:22][CH3:23])=[C:17]([O:20][CH3:21])[CH:18]=3)[N:13]=[CH:12][N:11]=2)[CH:6]=[CH:5][C:3]=1[NH2:4].C1(C)C=CC=CC=1.C(N(CC)CC)C.Cl[C:39](Cl)([O:41]C(=O)OC(Cl)(Cl)Cl)Cl.[Br:50][C:51]1[CH:52]=[C:53]([CH:57]=[CH:58][CH:59]=1)[CH:54]([OH:56])[CH3:55]. The catalyst is C(Cl)Cl. The product is [Cl:1][C:2]1[CH:8]=[C:7]([O:9][C:10]2[C:19]3[C:14](=[CH:15][C:16]([O:22][CH3:23])=[C:17]([O:20][CH3:21])[CH:18]=3)[N:13]=[CH:12][N:11]=2)[CH:6]=[CH:5][C:3]=1[NH:4][C:39](=[O:41])[O:56][CH:54]([C:53]1[CH:57]=[CH:58][CH:59]=[C:51]([Br:50])[CH:52]=1)[CH3:55]. The yield is 0.400.